This data is from Full USPTO retrosynthesis dataset with 1.9M reactions from patents (1976-2016). The task is: Predict the reactants needed to synthesize the given product. (1) Given the product [CH3:7][C:5]1[NH:4][C:3]([CH2:8][C:9]2[CH:14]=[CH:13][CH:12]=[CH:11][C:10]=2[S:15]([N:18]2[CH2:22][CH2:21][CH2:20][CH2:19]2)(=[O:17])=[O:16])=[C:2]([CH3:1])[C:6]=1[C:23]#[N:24], predict the reactants needed to synthesize it. The reactants are: [CH3:1][C:2]1[CH:6]=[C:5]([CH3:7])[NH:4][C:3]=1[CH2:8][C:9]1[CH:14]=[CH:13][CH:12]=[CH:11][C:10]=1[S:15]([N:18]1[CH2:22][CH2:21][CH2:20][CH2:19]1)(=[O:17])=[O:16].[CH3:23][N:24](C=O)C. (2) Given the product [F:1][C:2]1[CH:25]=[CH:24][CH:23]=[C:22]([F:26])[C:3]=1[C:4]([NH:6][C:7](=[O:21])[N:8]([C:10]1[CH:15]=[CH:14][C:13]([S:16]([CH2:17][C:18]#[CH:19])=[O:35])=[CH:12][C:11]=1[F:20])[CH3:9])=[O:5], predict the reactants needed to synthesize it. The reactants are: [F:1][C:2]1[CH:25]=[CH:24][CH:23]=[C:22]([F:26])[C:3]=1[C:4]([NH:6][C:7](=[O:21])[N:8]([C:10]1[CH:15]=[CH:14][C:13]([S:16][CH2:17][C:18]#[CH:19])=[CH:12][C:11]=1[F:20])[CH3:9])=[O:5].ClC1C=CC=C(C(OO)=[O:35])C=1. (3) Given the product [OH:8][C:9]1[CH:10]=[C:11]([CH:17]2[CH2:21][NH:20][C:19](=[O:22])[CH2:18]2)[CH:12]=[CH:13][C:14]=1[O:15][CH3:16], predict the reactants needed to synthesize it. The reactants are: C([O:8][C:9]1[CH:10]=[C:11]([CH:17]2[CH2:21][NH:20][C:19](=[O:22])[CH2:18]2)[CH:12]=[CH:13][C:14]=1[O:15][CH3:16])C1C=CC=CC=1.[H][H]. (4) The reactants are: [Cl:1][C:2]1[CH:7]=[CH:6][C:5]([C:8](=[O:18])[CH2:9][C:10]2[C:15]([F:16])=[CH:14][CH:13]=[CH:12][C:11]=2[F:17])=[CH:4][CH:3]=1.CO[CH:21](OC)[N:22]([CH3:24])[CH3:23]. Given the product [Cl:1][C:2]1[CH:3]=[CH:4][C:5]([C:8](=[O:18])[C:9]([C:10]2[C:11]([F:17])=[CH:12][CH:13]=[CH:14][C:15]=2[F:16])=[CH:21][N:22]([CH3:24])[CH3:23])=[CH:6][CH:7]=1, predict the reactants needed to synthesize it. (5) Given the product [NH2:1][C:2]1[N:3]=[C:4]([NH:12][CH2:13][CH2:14][OH:15])[CH:5]=[CH:6][C:7]=1[N+:8]([O-:10])=[O:9], predict the reactants needed to synthesize it. The reactants are: [NH2:1][C:2]1[C:7]([N+:8]([O-:10])=[O:9])=[CH:6][CH:5]=[C:4](Cl)[N:3]=1.[NH2:12][CH2:13][CH2:14][OH:15]. (6) Given the product [CH2:26]([CH:16]([C:8]1([CH2:11][OH:13])[CH2:7][CH2:6][C:5]2([O:1][CH2:2][CH2:3][O:4]2)[CH2:10][CH2:9]1)[OH:18])[CH3:27], predict the reactants needed to synthesize it. The reactants are: [O:1]1[C:5]2([CH2:10][CH2:9][C:8]([C:16]([O-:18])=O)([C:11]([O:13]CC)=O)[CH2:7][CH2:6]2)[O:4][CH2:3][CH2:2]1.[H-].[Al+3].[Li+].[H-].[H-].[H-].O1CC[CH2:27][CH2:26]1. (7) The reactants are: C([O:8][C:9]1[CH:14]=[CH:13][C:12]([C:15]2[CH:20]=[CH:19][CH:18]=[C:17]([C:21]3[CH:26]=[CH:25][CH:24]=[C:23]([C:27]([F:30])([F:29])[F:28])[N:22]=3)[CH:16]=2)=[CH:11][C:10]=1[O:31][CH3:32])C1C=CC=CC=1.Br.C(O)(=O)C. Given the product [CH3:32][O:31][C:10]1[CH:11]=[C:12]([C:15]2[CH:20]=[CH:19][CH:18]=[C:17]([C:21]3[CH:26]=[CH:25][CH:24]=[C:23]([C:27]([F:30])([F:28])[F:29])[N:22]=3)[CH:16]=2)[CH:13]=[CH:14][C:9]=1[OH:8], predict the reactants needed to synthesize it.